This data is from Reaction yield outcomes from USPTO patents with 853,638 reactions. The task is: Predict the reaction yield, written as a fraction of the theoretical maximum amount of product (1.0 means a 100% yield; for example, 0.34 means a 34% yield). (1) The reactants are [C:1]([O-:4])(O)=O.[Na+].BrC[C:8]1[CH:13]=[CH:12][C:11]([I:14])=[CH:10][C:9]=1[N+:15]([O-:17])=[O:16]. The catalyst is CS(C)=O.O. The product is [I:14][C:11]1[CH:12]=[CH:13][C:8]([CH:1]=[O:4])=[C:9]([N+:15]([O-:17])=[O:16])[CH:10]=1. The yield is 0.610. (2) The reactants are [CH2:1]([N:8]1[C:12](=[O:13])[N:11]([C:14]2[CH:15]=[N:16][N:17]([CH2:19][C:20]3[C:21]([CH3:26])=[N:22][O:23][C:24]=3[CH3:25])[CH:18]=2)[C:10](=[O:27])[NH:9]1)[C:2]1[CH:7]=[CH:6][CH:5]=[CH:4][CH:3]=1.[CH3:28][O:29][CH2:30]Br. No catalyst specified. The product is [CH2:1]([N:8]1[C:12](=[O:13])[N:11]([C:14]2[CH:15]=[N:16][N:17]([CH2:19][C:20]3[C:21]([CH3:26])=[N:22][O:23][C:24]=3[CH3:25])[CH:18]=2)[C:10](=[O:27])[N:9]1[CH2:28][O:29][CH3:30])[C:2]1[CH:3]=[CH:4][CH:5]=[CH:6][CH:7]=1. The yield is 0.180.